From a dataset of Catalyst prediction with 721,799 reactions and 888 catalyst types from USPTO. Predict which catalyst facilitates the given reaction. (1) Reactant: [NH2:1][OH:2].[C:3]([C:5]1[CH:21]=[CH:20][C:8]([CH2:9][N:10]([CH3:19])[CH2:11][C:12]([O:14][C:15]([CH3:18])([CH3:17])[CH3:16])=[O:13])=[CH:7][CH:6]=1)#[N:4]. Product: [NH2:4][C:3](=[N:1][OH:2])[C:5]1[CH:6]=[CH:7][C:8]([CH2:9][N:10]([CH3:19])[CH2:11][C:12]([O:14][C:15]([CH3:16])([CH3:17])[CH3:18])=[O:13])=[CH:20][CH:21]=1. The catalyst class is: 88. (2) Product: [F:17][C:4]1[C:3]([OH:18])=[C:2]([C:21]2[CH:22]=[CH:23][CH:24]=[CH:25][C:20]=2[Cl:19])[C:10]2[O:9][C:8]3[CH:11]=[CH:12][C:13]([C:15]#[N:16])=[CH:14][C:7]=3[C:6]=2[CH:5]=1. The catalyst class is: 564. Reactant: Br[C:2]1[C:10]2[O:9][C:8]3[CH:11]=[CH:12][C:13]([C:15]#[N:16])=[CH:14][C:7]=3[C:6]=2[CH:5]=[C:4]([F:17])[C:3]=1[OH:18].[Cl:19][C:20]1[CH:25]=[CH:24][CH:23]=[CH:22][C:21]=1B(O)O.C(=O)([O-])[O-].[Na+].[Na+]. (3) Reactant: [CH2:1]([C:3]1[CH:24]=[CH:23][CH:22]=[C:21]([CH3:25])[C:4]=1[CH2:5][NH:6][C:7]1[C:12]2[N:13]=[C:14]([CH3:17])[N:15]([CH3:16])[C:11]=2[CH:10]=[C:9]([C:18](O)=[O:19])[N:8]=1)[CH3:2].F[B-](F)(F)F.N1(O[C:41](N(C)C)=[N+:42](C)[CH3:43])C2C=CC=CC=2N=N1.CNC.O. Product: [CH3:41][N:42]([CH3:43])[C:18]([C:9]1[N:8]=[C:7]([NH:6][CH2:5][C:4]2[C:21]([CH3:25])=[CH:22][CH:23]=[CH:24][C:3]=2[CH2:1][CH3:2])[C:12]2[N:13]=[C:14]([CH3:17])[N:15]([CH3:16])[C:11]=2[CH:10]=1)=[O:19]. The catalyst class is: 4. (4) Reactant: [OH:1][C:2]1[C:3]([C:23]([OH:25])=[O:24])=[CH:4][C:5]2[C:10]([CH:11]=1)=[CH:9][CH:8]=[C:7]([CH2:12][NH:13][C:14]1[CH:19]=[CH:18][C:17]([CH:20]([CH3:22])[CH3:21])=[CH:16][CH:15]=1)[CH:6]=2.C(=O)([O-])O.[Na+].[C:31](OC(=O)C)(=[O:33])[CH3:32].Cl. Product: [C:31]([N:13]([CH2:12][C:7]1[CH:6]=[C:5]2[C:10]([CH:11]=[C:2]([OH:1])[C:3]([C:23]([OH:25])=[O:24])=[CH:4]2)=[CH:9][CH:8]=1)[C:14]1[CH:19]=[CH:18][C:17]([CH:20]([CH3:22])[CH3:21])=[CH:16][CH:15]=1)(=[O:33])[CH3:32]. The catalyst class is: 30. (5) Reactant: Cl.[CH2:2]([NH2:6])[CH2:3][C:4]#[CH:5].C(N(CC)CC)C.[N:14]1([C:20](Cl)=[O:21])[CH2:19][CH2:18][O:17][CH2:16][CH2:15]1. Product: [CH2:2]([NH:6][C:20]([N:14]1[CH2:19][CH2:18][O:17][CH2:16][CH2:15]1)=[O:21])[CH2:3][C:4]#[CH:5]. The catalyst class is: 2. (6) Reactant: [C:1]([C:3]1[CH:8]=[CH:7][C:6]([I:9])=[CH:5][CH:4]=1)#[CH:2].C([Mg]Br)C.[CH3:14][C:15]([O:18][C:19]([N:21]1[C@H:25]([C:26](N(OC)C)=[O:27])[CH2:24][CH2:23][CH2:22]1)=[O:20])([CH3:17])[CH3:16]. Product: [I:9][C:6]1[CH:7]=[CH:8][C:3]([C:1]#[C:2][C:26]([C@@H:25]2[CH2:24][CH2:23][CH2:22][N:21]2[C:19]([O:18][C:15]([CH3:17])([CH3:16])[CH3:14])=[O:20])=[O:27])=[CH:4][CH:5]=1. The catalyst class is: 1. (7) Reactant: [CH:1]([N:4]([CH3:27])[C:5]1[C:6]([C:19]2[CH:24]=[CH:23][C:22]([O:25][CH3:26])=[CH:21][CH:20]=2)=[N:7][C:8]2[C:13]([N:14]=1)=[CH:12][C:11]([C:15]([O:17]C)=[O:16])=[CH:10][CH:9]=2)([CH3:3])[CH3:2].CO.[OH-].[Na+]. The catalyst class is: 6. Product: [CH:1]([N:4]([CH3:27])[C:5]1[C:6]([C:19]2[CH:20]=[CH:21][C:22]([O:25][CH3:26])=[CH:23][CH:24]=2)=[N:7][C:8]2[C:13]([N:14]=1)=[CH:12][C:11]([C:15]([OH:17])=[O:16])=[CH:10][CH:9]=2)([CH3:3])[CH3:2]. (8) Reactant: [C:1]([C:4]1[CH:5]=[C:6]([CH:17]=[CH:18][CH:19]=1)[O:7][C:8]1[CH:13]=[CH:12][C:11]([N+:14]([O-])=O)=[CH:10][CH:9]=1)([OH:3])=[O:2]. Product: [C:1]([C:4]1[CH:5]=[C:6]([CH:17]=[CH:18][CH:19]=1)[O:7][C:8]1[CH:13]=[CH:12][C:11]([NH2:14])=[CH:10][CH:9]=1)([OH:3])=[O:2]. The catalyst class is: 19.